Dataset: Experimentally validated miRNA-target interactions with 360,000+ pairs, plus equal number of negative samples. Task: Binary Classification. Given a miRNA mature sequence and a target amino acid sequence, predict their likelihood of interaction. (1) The miRNA is hsa-miR-150-5p with sequence UCUCCCAACCCUUGUACCAGUG. The protein sequence of the target gene is MSPHPTALLGLVLCLAQTIHTQEEDLPRPSISAEPGTVIPLGSHVTFVCRGPVGVQTFRLERESRSTYNDTEDVSQASPSESEARFRIDSVSEGNAGPYRCIYYKPPKWSEQSDYLELLVKETSGGPDSPDTEPGSSAGPTQRPSDNSHNEHAPASQGLKAEHLYILIGVSVVFLFCLLLLVLFCLHRQNQIKQGPPRSKDEEQKPQQRPDLAVDVLERTADKATVNGLPEKDRETDTSALAAGSSQEVTYAQLDHWALTQRTARAVSPQSTKPMAESITYAAVARH. Result: 1 (interaction). (2) Result: 0 (no interaction). The protein sequence of the target gene is MDIRKFFGVISSGKKPVNETVKNEKTKASEGTVKGKKGVKEAKVNNSGKEDASKPKQHSKKKRIIYDSDSESEETVQVKNAKKKSEKLSLSYKPGKVSQKDPVTYVSETDEDDDFVCKKAASKSKENGVSTNSYLGTSNVKKNEENVKTKNKPLSPIKLTPTSVLDYFGTESVQRSGKKMVTSKRKESSQNTEDSRLNDEAIAKQLQLDEDAELERQLHEDEEFARTLALLDEEPKIKKARKDSEEGEESFSSVQDDLSKAEKQKSPNKAELFSTARKTYSPAKHGKGRASEDAKQPCKS.... The miRNA is mmu-miR-6516-3p with sequence UCAUGUAUGAUACUGCAAACAG.